Dataset: Catalyst prediction with 721,799 reactions and 888 catalyst types from USPTO. Task: Predict which catalyst facilitates the given reaction. (1) Reactant: [O:1]([C:9]1[CH:14]=[CH:13][C:12]([OH:15])=[CH:11][CH:10]=1)[C:2]1[CH:7]=[CH:6][C:5](O)=[CH:4][CH:3]=1.[C:16](=[O:19])([O-])[O-].[K+].[K+].Br[CH2:23][CH2:24][CH2:25][CH2:26][CH2:27][CH2:28][CH3:29].O. Product: [O:1]([C:2]1[CH:7]=[CH:6][C:5]([O:19][CH2:16][CH2:6][CH2:7][CH2:2][CH2:3][CH2:4][CH3:5])=[CH:4][CH:3]=1)[C:9]1[CH:14]=[CH:13][C:12]([O:15][CH2:23][CH2:24][CH2:25][CH2:26][CH2:27][CH2:28][CH3:29])=[CH:11][CH:10]=1. The catalyst class is: 3. (2) Reactant: COC1C=CC(P2(SP(C3C=CC(OC)=CC=3)(=S)S2)=[S:10])=CC=1.[CH3:23][O:24][CH2:25][CH2:26][O:27][CH2:28][CH2:29][O:30][C:31]1[CH:36]=[CH:35][NH:34][C:33](=O)[C:32]=1[CH3:38]. Product: [CH3:23][O:24][CH2:25][CH2:26][O:27][CH2:28][CH2:29][O:30][C:31]1[CH:36]=[CH:35][NH:34][C:33](=[S:10])[C:32]=1[CH3:38]. The catalyst class is: 11. (3) Reactant: Br[C:2]1[N:3]([CH3:32])[C:4]([C:7]([NH:9][C@@:10]2([C:20]3[CH:25]=[CH:24][C:23]([O:26][C:27]([F:30])([F:29])[F:28])=[C:22]([F:31])[CH:21]=3)[C:15]3=[N:16][CH:17]=[CH:18][CH:19]=[C:14]3[O:13][CH2:12][CH2:11]2)=[O:8])=[CH:5][N:6]=1.CC1(C)C2C=CC=C(P(C3C=CC=CC=3)C3C=CC=CC=3)C=2OC2C1=CC=CC=2P(C1C=CC=CC=1)C1C=CC=CC=1.[C:75]([O-])([O-:77])=[O:76].[K+].[K+].O. Product: [F:30][C:27]([F:28])([F:29])[C:75]([OH:77])=[O:76].[F:31][C:22]1[CH:21]=[C:20]([C@:10]2([NH:9][C:7]([C:4]3[N:3]([CH3:32])[CH:2]=[N:6][CH:5]=3)=[O:8])[C:15]3=[N:16][CH:17]=[CH:18][CH:19]=[C:14]3[O:13][CH2:12][CH2:11]2)[CH:25]=[CH:24][C:23]=1[O:26][C:27]([F:28])([F:29])[F:30]. The catalyst class is: 455. (4) Reactant: [CH2:1]([N:8]([CH2:18][C:19]1[CH:24]=[CH:23][CH:22]=[CH:21][CH:20]=1)[CH2:9][CH2:10][O:11][C:12]([F:17])([F:16])[C:13]([OH:15])=[O:14])[C:2]1[CH:7]=[CH:6][CH:5]=[CH:4][CH:3]=1.[CH3:25][Si](C=[N+]=[N-])(C)C. Product: [CH2:18]([N:8]([CH2:1][C:2]1[CH:3]=[CH:4][CH:5]=[CH:6][CH:7]=1)[CH2:9][CH2:10][O:11][C:12]([F:17])([F:16])[C:13]([O:15][CH3:25])=[O:14])[C:19]1[CH:24]=[CH:23][CH:22]=[CH:21][CH:20]=1. The catalyst class is: 224. (5) Reactant: [NH2:1][C:2]1[N:7]=[CH:6][C:5]([C:8]2[CH:9]=[N:10][N:11]([CH:13]3[CH2:18][CH2:17][N:16](C(OC(C)(C)C)=O)[CH2:15][CH2:14]3)[CH:12]=2)=[CH:4][C:3]=1[O:26][CH:27]([C:29]1[C:34]([Cl:35])=[CH:33][CH:32]=[C:31]([F:36])[C:30]=1[Cl:37])[CH3:28].O1CCOCC1.Cl. Product: [Cl:37][C:30]1[C:31]([F:36])=[CH:32][CH:33]=[C:34]([Cl:35])[C:29]=1[CH:27]([O:26][C:3]1[C:2]([NH2:1])=[N:7][CH:6]=[C:5]([C:8]2[CH:9]=[N:10][N:11]([CH:13]3[CH2:18][CH2:17][NH:16][CH2:15][CH2:14]3)[CH:12]=2)[CH:4]=1)[CH3:28]. The catalyst class is: 2. (6) Reactant: C([O:8][C:9](=[O:47])[NH:10][CH2:11][CH2:12][NH:13][C:14](=[O:46])[C@@H:15]([NH:38]C(OC(C)(C)C)=O)[CH2:16][C@@H:17]([O:30][Si:31]([C:34]([CH3:37])([CH3:36])[CH3:35])([CH3:33])[CH3:32])[CH2:18][NH:19][C:20]([O:22][CH2:23][C:24]1[CH:29]=[CH:28][CH:27]=[CH:26][CH:25]=1)=[O:21])C1C=CC=CC=1.[ClH:48]. Product: [ClH:48].[CH2:23]([N:10]([CH2:11][CH2:12][NH:13][C:14](=[O:46])[C@@H:15]([NH2:38])[CH2:16][C@@H:17]([O:30][Si:31]([C:34]([CH3:37])([CH3:36])[CH3:35])([CH3:32])[CH3:33])[CH2:18][NH:19][C:20]([O:22][CH2:23][C:24]1[CH:29]=[CH:28][CH:27]=[CH:26][CH:25]=1)=[O:21])[C:9](=[O:47])[OH:8])[C:24]1[CH:29]=[CH:28][CH:27]=[CH:26][CH:25]=1. The catalyst class is: 12.